This data is from Forward reaction prediction with 1.9M reactions from USPTO patents (1976-2016). The task is: Predict the product of the given reaction. (1) Given the reactants [C:1]([C:3]1[CH:4]=[C:5]([NH:9][C:10]2[C:19]3[C:14](=[CH:15][CH:16]=[C:17]([NH2:20])[CH:18]=3)[N:13]=[CH:12][N:11]=2)[CH:6]=[CH:7][CH:8]=1)#[CH:2].N1C=CC=CC=1.Cl[C:28]([O:30][C:31]1[CH:36]=[CH:35][CH:34]=[CH:33][CH:32]=1)=[O:29], predict the reaction product. The product is: [C:1]([C:3]1[CH:4]=[C:5]([NH:9][C:10]2[C:19]3[C:14](=[CH:15][CH:16]=[C:17]([NH:20][C:28](=[O:29])[O:30][C:31]4[CH:36]=[CH:35][CH:34]=[CH:33][CH:32]=4)[CH:18]=3)[N:13]=[CH:12][N:11]=2)[CH:6]=[CH:7][CH:8]=1)#[CH:2]. (2) Given the reactants [Br:1][C:2]1[CH:3]=[CH:4][C:5]([OH:11])=[C:6]([C:8](=[O:10])[CH3:9])[CH:7]=1.[OH-].[Na+].Br[CH2:15][C:16]([O:18][CH2:19][CH3:20])=[O:17], predict the reaction product. The product is: [C:8]([C:6]1[CH:7]=[C:2]([Br:1])[CH:3]=[CH:4][C:5]=1[O:11][CH2:15][C:16]([O:18][CH2:19][CH3:20])=[O:17])(=[O:10])[CH3:9]. (3) Given the reactants [CH2:1]=[C:2]1[CH2:7][CH2:6][CH2:5][CH2:4][CH2:3]1.[N+](=[CH:10][C:11]([O:13][CH2:14][CH3:15])=[O:12])=[N-], predict the reaction product. The product is: [CH:10]1([C:11]([O:13][CH2:14][CH3:15])=[O:12])[C:2]2([CH2:7][CH2:6][CH2:5][CH2:4][CH2:3]2)[CH2:1]1. (4) Given the reactants Br[C:2]1[CH:3]=[C:4]2[C:9](=[CH:10][CH:11]=1)[CH:8]([C:12]1[CH:17]=[CH:16][CH:15]=[CH:14][C:13]=1[Cl:18])[N:7]([CH2:19][C:20]([N:22]1[CH2:27][CH2:26][N:25]([CH:28]3[CH2:31][CH2:30][CH2:29]3)[CH2:24][CH2:23]1)=[O:21])[CH2:6][CH2:5]2.[CH2:32]([O:36]C=C)[CH2:33]CC.C1(P(C2C=CC=CC=2)CCCP(C2C=CC=CC=2)C2C=CC=CC=2)C=CC=CC=1.O, predict the reaction product. The product is: [C:32]([C:2]1[CH:3]=[C:4]2[C:9](=[CH:10][CH:11]=1)[CH:8]([C:12]1[CH:17]=[CH:16][CH:15]=[CH:14][C:13]=1[Cl:18])[N:7]([CH2:19][C:20]([N:22]1[CH2:27][CH2:26][N:25]([CH:28]3[CH2:31][CH2:30][CH2:29]3)[CH2:24][CH2:23]1)=[O:21])[CH2:6][CH2:5]2)(=[O:36])[CH3:33]. (5) Given the reactants Cl.[NH:2]1[CH2:7][CH2:6][CH2:5][C@@H:4]([C:8]([N:10]2[CH2:14][CH2:13][CH2:12][CH2:11]2)=[O:9])[CH2:3]1.C(N(CC)CC)C.Cl[C:23]1[N:28]=[C:27]([NH2:29])[C:26]([N+:30]([O-:32])=[O:31])=[CH:25][CH:24]=1, predict the reaction product. The product is: [NH2:29][C:27]1[N:28]=[C:23]([N:2]2[CH2:7][CH2:6][CH2:5][C@@H:4]([C:8]([N:10]3[CH2:11][CH2:12][CH2:13][CH2:14]3)=[O:9])[CH2:3]2)[CH:24]=[CH:25][C:26]=1[N+:30]([O-:32])=[O:31]. (6) Given the reactants [H-].[H-].[H-].[H-].[Li+].[Al+3].[OH:7][CH:8]([C:11]1[CH:15]=[CH:14][S:13][CH:12]=1)[C:9]#[N:10].O.[OH-].[Na+], predict the reaction product. The product is: [NH2:10][CH2:9][CH:8]([C:11]1[CH:15]=[CH:14][S:13][CH:12]=1)[OH:7]. (7) Given the reactants C[O:2][C:3](=[O:19])[C:4]1[CH:9]=[C:8]([S:10]([CH3:13])(=[O:12])=[O:11])[CH:7]=[CH:6][C:5]=1[O:14][C:15]([CH3:18])([CH3:17])[CH3:16].O.[OH-].[Li+], predict the reaction product. The product is: [C:15]([O:14][C:5]1[CH:6]=[CH:7][C:8]([S:10]([CH3:13])(=[O:12])=[O:11])=[CH:9][C:4]=1[C:3]([OH:19])=[O:2])([CH3:18])([CH3:17])[CH3:16]. (8) Given the reactants [CH3:1][C:2]1[O:3][C:4]([CH3:10])=[C:5]([C:7]([OH:9])=O)[N:6]=1.C1C=CC2N(O)N=NC=2C=1.Cl.Cl.C[O:24][C:25](=[O:72])[C@@H:26]([NH:42][C:43]([C@@H:45]1[CH2:54][C:53]2[CH:52]=[C:51]3[O:55][CH2:56][C@H:57]([C:59]4[CH:64]=[CH:63][CH:62]=[C:61]([O:65][CH2:66][CH:67]5[CH2:71][CH2:70][CH2:69][CH2:68]5)[CH:60]=4)[O:58][C:50]3=[CH:49][C:48]=2[CH2:47][NH:46]1)=[O:44])[CH2:27][C:28]1[CH:33]=[CH:32][C:31]([C:34]2[CH:39]=[CH:38][N:37]=[C:36]([CH3:40])[C:35]=2[CH3:41])=[CH:30][CH:29]=1.CCN(C(C)C)C(C)C, predict the reaction product. The product is: [CH:67]1([CH2:66][O:65][C:61]2[CH:60]=[C:59]([C@H:57]3[CH2:56][O:55][C:51]4=[CH:52][C:53]5[CH2:54][C@@H:45]([C:43]([NH:42][C@@H:26]([CH2:27][C:28]6[CH:33]=[CH:32][C:31]([C:34]7[CH:39]=[CH:38][N:37]=[C:36]([CH3:40])[C:35]=7[CH3:41])=[CH:30][CH:29]=6)[C:25]([OH:72])=[O:24])=[O:44])[N:46]([C:7]([C:5]6[N:6]=[C:2]([CH3:1])[O:3][C:4]=6[CH3:10])=[O:9])[CH2:47][C:48]=5[CH:49]=[C:50]4[O:58]3)[CH:64]=[CH:63][CH:62]=2)[CH2:71][CH2:70][CH2:69][CH2:68]1. (9) Given the reactants N#N.[CH3:3][C:4]1([C:9]2[CH:14]=[CH:13][N:12]=[C:11]([CH:15]=[O:16])[CH:10]=2)[O:8][CH2:7][CH2:6][O:5]1.[BH4-].[Na+].O, predict the reaction product. The product is: [CH3:3][C:4]1([C:9]2[CH:14]=[CH:13][N:12]=[C:11]([CH2:15][OH:16])[CH:10]=2)[O:5][CH2:6][CH2:7][O:8]1. (10) Given the reactants [Si:1]([O:18][CH2:19][C@@H:20]([NH:33][C:34](=[O:40])[O:35][C:36]([CH3:39])([CH3:38])[CH3:37])[CH2:21][S:22][C:23]1[CH:28]=[CH:27][NH:26][C:25](=[O:29])[C:24]=1[N+:30]([O-])=O)([C:14]([CH3:17])([CH3:16])[CH3:15])([C:8]1[CH:13]=[CH:12][CH:11]=[CH:10][CH:9]=1)[C:2]1[CH:7]=[CH:6][CH:5]=[CH:4][CH:3]=1.C([O-])(=O)C.[NH4+].[Sn](Cl)Cl, predict the reaction product. The product is: [C:36]([O:35][C:34](=[O:40])[NH:33][C@H:20]([CH2:19][O:18][Si:1]([C:14]([CH3:17])([CH3:16])[CH3:15])([C:8]1[CH:9]=[CH:10][CH:11]=[CH:12][CH:13]=1)[C:2]1[CH:7]=[CH:6][CH:5]=[CH:4][CH:3]=1)[CH2:21][S:22][C:23]1[CH:28]=[CH:27][NH:26][C:25](=[O:29])[C:24]=1[NH2:30])([CH3:39])([CH3:37])[CH3:38].